Dataset: Forward reaction prediction with 1.9M reactions from USPTO patents (1976-2016). Task: Predict the product of the given reaction. (1) Given the reactants C([O:3][C:4](=[O:16])[CH:5]([C:9]1[CH:14]=[CH:13][CH:12]=[C:11]([Br:15])[CH:10]=1)[N:6]([CH3:8])[CH3:7])C.[OH-].[K+].O.Cl, predict the reaction product. The product is: [Br:15][C:11]1[CH:10]=[C:9]([CH:5]([N:6]([CH3:8])[CH3:7])[C:4]([OH:16])=[O:3])[CH:14]=[CH:13][CH:12]=1. (2) Given the reactants C(O[C:4]([C:6]1[CH:7]=[N:8][C:9]2[C:14]([C:15]=1[NH:16][CH:17]1[CH2:21][CH2:20][CH2:19][CH2:18]1)=[CH:13][CH:12]=[CH:11][C:10]=2[O:22][CH3:23])=[O:5])C.[N:24]([C:27]1[CH:32]=[C:31]([CH3:33])[CH:30]=[C:29]([CH3:34])[CH:28]=1)=[C:25]=[O:26], predict the reaction product. The product is: [CH:17]1([N:16]2[C:15]3[C:14]4[CH:13]=[CH:12][CH:11]=[C:10]([O:22][CH3:23])[C:9]=4[N:8]=[CH:7][C:6]=3[C:4](=[O:5])[N:24]([C:27]3[CH:32]=[C:31]([CH3:33])[CH:30]=[C:29]([CH3:34])[CH:28]=3)[C:25]2=[O:26])[CH2:18][CH2:19][CH2:20][CH2:21]1. (3) Given the reactants [Cl-].[NH3+:2][CH2:3][C@@:4]1([OH:12])[CH:9]2[CH2:10][CH2:11][NH+:6]([CH2:7][CH2:8]2)[CH2:5]1.[Cl-].C(=O)([O-])[O-].[Cs+].[Cs+].[N:20]([C:23]1[N:24]=[CH:25][C:26]2[CH2:27][CH2:28][CH2:29][CH2:30][C:31]=2[CH:32]=1)=[C:21]=[S:22], predict the reaction product. The product is: [OH:12][C@:4]1([CH2:3][NH:2][C:21]([NH:20][C:23]2[N:24]=[CH:25][C:26]3[CH2:27][CH2:28][CH2:29][CH2:30][C:31]=3[CH:32]=2)=[S:22])[CH:9]2[CH2:8][CH2:7][N:6]([CH2:11][CH2:10]2)[CH2:5]1.